Task: Predict which catalyst facilitates the given reaction.. Dataset: Catalyst prediction with 721,799 reactions and 888 catalyst types from USPTO (1) Reactant: [CH3:1][O:2][C@H:3]1[C@H:7]([NH:8]C(C2C=CC=CC=2)(C2C=CC=CC=2)C2C=CC=CC=2)[CH2:6][N:5]([C:28](=[O:41])[CH2:29][C:30]2[CH:35]=[CH:34][C:33]([O:36][C:37]([F:40])([F:39])[F:38])=[CH:32][CH:31]=2)[CH2:4]1.Cl. Product: [NH2:8][C@H:7]1[C@H:3]([O:2][CH3:1])[CH2:4][N:5]([C:28](=[O:41])[CH2:29][C:30]2[CH:31]=[CH:32][C:33]([O:36][C:37]([F:38])([F:39])[F:40])=[CH:34][CH:35]=2)[CH2:6]1. The catalyst class is: 27. (2) Reactant: Cl[C:2]1[N:7]=[CH:6][C:5]([C:8]#[N:9])=[C:4]([NH:10][C:11]2[CH:16]=[CH:15][CH:14]=[C:13]([CH3:17])[N:12]=2)[CH:3]=1.[CH2:18]([NH2:23])[CH:19]([NH2:22])[CH2:20][CH3:21].C(N(CC)C(C)C)(C)C. Product: [NH2:22][CH:19]([CH2:20][CH3:21])[CH2:18][NH:23][C:2]1[N:7]=[CH:6][C:5]([C:8]#[N:9])=[C:4]([NH:10][C:11]2[CH:16]=[CH:15][CH:14]=[C:13]([CH3:17])[N:12]=2)[CH:3]=1. The catalyst class is: 37.